This data is from Forward reaction prediction with 1.9M reactions from USPTO patents (1976-2016). The task is: Predict the product of the given reaction. (1) Given the reactants C([O:3][C:4](=[O:35])[C:5]([CH3:34])([O:7][C:8]1[CH:13]=[CH:12][C:11]([O:14][CH2:15][C:16]2[N:17]([CH3:32])[N:18]=[C:19]([C:21]3[CH:26]=[CH:25][C:24]([O:27][C:28]([F:31])([F:30])[F:29])=[CH:23][CH:22]=3)[CH:20]=2)=[CH:10][C:9]=1[CH3:33])[CH3:6])C.[Li+].[OH-], predict the reaction product. The product is: [CH3:34][C:5]([O:7][C:8]1[CH:13]=[CH:12][C:11]([O:14][CH2:15][C:16]2[N:17]([CH3:32])[N:18]=[C:19]([C:21]3[CH:26]=[CH:25][C:24]([O:27][C:28]([F:30])([F:29])[F:31])=[CH:23][CH:22]=3)[CH:20]=2)=[CH:10][C:9]=1[CH3:33])([CH3:6])[C:4]([OH:35])=[O:3]. (2) Given the reactants Br[C:2]1[CH:10]=[CH:9][C:8]2[N:7]3[CH2:11][C:12]([CH3:16])([CH3:15])[CH2:13][N:14]=[C:6]3[C:5]3([O:21][CH2:20][CH2:19][CH2:18][O:17]3)[C:4]=2[CH:3]=1.[CH2:22]([Sn](CCCC)(CCCC)C=C)[CH2:23]CC, predict the reaction product. The product is: [CH3:15][C:12]1([CH3:16])[CH2:11][N:7]2[C:8]3[CH:9]=[CH:10][C:2]([CH:22]=[CH2:23])=[CH:3][C:4]=3[C:5]3([O:17][CH2:18][CH2:19][CH2:20][O:21]3)[C:6]2=[N:14][CH2:13]1. (3) Given the reactants [C:1]([C:3]1[CH:8]=[CH:7][C:6]([C:9]2[CH:10]=[N:11][N:12]([C:15]3[CH:23]=[CH:22][C:18]([C:19]([OH:21])=O)=[CH:17][N:16]=3)[C:13]=2[OH:14])=[CH:5][CH:4]=1)#[N:2].CCN=C=NCCCN(C)C.C1C=CC2N(O)N=NC=2C=1.C(N(CC)C(C)C)(C)C.[NH2:54][C@H:55]([CH2:59][CH3:60])[CH2:56][C:57]#[N:58], predict the reaction product. The product is: [C:57]([CH2:56][C@H:55]([NH:54][C:19](=[O:21])[C:18]1[CH:22]=[CH:23][C:15]([N:12]2[C:13]([OH:14])=[C:9]([C:6]3[CH:5]=[CH:4][C:3]([C:1]#[N:2])=[CH:8][CH:7]=3)[CH:10]=[N:11]2)=[N:16][CH:17]=1)[CH2:59][CH3:60])#[N:58]. (4) The product is: [CH3:15][C:16]1[C:21]([O:22][CH3:23])=[C:20]([CH2:24]/[CH:25]=[C:26](/[CH2:28][CH2:29][C:30]([O:9][CH2:8][CH2:7][N:1]2[CH2:6][CH2:5][O:4][CH2:3][CH2:2]2)=[O:31])\[CH3:27])[C:19]([OH:33])=[C:18]2[C:34]([O:36][CH2:37][C:17]=12)=[O:35]. Given the reactants [N:1]1([CH2:7][CH2:8][OH:9])[CH2:6][CH2:5][O:4][CH2:3][CH2:2]1.CN(C=O)C.[CH3:15][C:16]1[C:21]([O:22][CH3:23])=[C:20]([CH2:24]/[CH:25]=[C:26](/[CH2:28][CH2:29][C:30](O)=[O:31])\[CH3:27])[C:19]([OH:33])=[C:18]2[C:34]([O:36][CH2:37][C:17]=12)=[O:35], predict the reaction product. (5) Given the reactants CC(C[AlH]CC(C)C)C.[Si:10]([O:17][C@@H:18]([CH2:28][CH2:29][O:30][Si:31]([C:34]([CH3:37])([CH3:36])[CH3:35])([CH3:33])[CH3:32])[C@H:19]([CH3:27])/[CH:20]=[CH:21]/[C:22](OCC)=[O:23])([C:13]([CH3:16])([CH3:15])[CH3:14])([CH3:12])[CH3:11], predict the reaction product. The product is: [Si:10]([O:17][C@@H:18]([CH2:28][CH2:29][O:30][Si:31]([C:34]([CH3:35])([CH3:37])[CH3:36])([CH3:32])[CH3:33])[C@H:19]([CH3:27])/[CH:20]=[CH:21]/[CH2:22][OH:23])([C:13]([CH3:14])([CH3:15])[CH3:16])([CH3:12])[CH3:11]. (6) Given the reactants Cl[CH2:2][C:3]1[CH:8]=[CH:7][CH:6]=[CH:5][C:4]=1[CH2:9][C:10]([OH:12])=[O:11].[NH:13]1[CH2:18][CH2:17][O:16][CH2:15][CH2:14]1, predict the reaction product. The product is: [CH3:10][OH:11].[O:16]1[CH2:17][CH2:18][N:13]([CH2:2][C:3]2[CH:8]=[CH:7][CH:6]=[CH:5][C:4]=2[CH2:9][C:10]([OH:12])=[O:11])[CH2:14][CH2:15]1. (7) The product is: [Br:37][C:38]1[CH:39]=[C:40]2[C:48]([C:47]3[CH:46]=[CH:45][CH:44]=[C:43]([C:18]4[CH:17]=[CH:16][C:15]5[C:14]6[C:9](=[CH:10][CH:11]=[CH:12][CH:13]=6)[C:8]([CH2:30][CH2:31][CH2:32][CH2:33][CH2:34][CH2:35][Br:36])([CH2:7][CH2:6][CH2:5][CH2:4][CH2:3][CH2:2][Br:1])[C:20]=5[CH:19]=4)[C:42]=3[C:41]2([CH2:59][CH2:60][CH2:61][CH2:62][CH2:63][CH2:64][Br:65])[CH2:52][CH2:53][CH2:54][CH2:55][CH2:56][CH2:57][Br:58])=[CH:49][CH:50]=1. Given the reactants [Br:1][CH2:2][CH2:3][CH2:4][CH2:5][CH2:6][CH2:7][C:8]1([CH2:30][CH2:31][CH2:32][CH2:33][CH2:34][CH2:35][Br:36])[C:20]2[CH:19]=[C:18](B3OC(C)(C)C(C)(C)O3)[CH:17]=[CH:16][C:15]=2[C:14]2[C:9]1=[CH:10][CH:11]=[CH:12][CH:13]=2.[Br:37][C:38]1[CH:50]=[CH:49][C:48]2[C:47]3[C:42](=[CH:43][C:44](Br)=[CH:45][CH:46]=3)[C:41]([CH2:59][CH2:60][CH2:61][CH2:62][CH2:63][CH2:64][Br:65])([CH2:52][CH2:53][CH2:54][CH2:55][CH2:56][CH2:57][Br:58])[C:40]=2[CH:39]=1.C(=O)([O-])[O-].[K+].[K+].O, predict the reaction product. (8) Given the reactants [CH:1]1([O:6][C:7]2[C:8]([O:18][CH3:19])=[CH:9][CH:10]=[C:11]3[C:16]=2[N:15]=[CH:14][NH:13][C:12]3=O)[CH2:5][CH2:4][CH2:3][CH2:2]1.P(Cl)(Cl)([Cl:22])=O.ClCCCl, predict the reaction product. The product is: [Cl:22][C:12]1[C:11]2[C:16](=[C:7]([O:6][CH:1]3[CH2:5][CH2:4][CH2:3][CH2:2]3)[C:8]([O:18][CH3:19])=[CH:9][CH:10]=2)[N:15]=[CH:14][N:13]=1.